From a dataset of Full USPTO retrosynthesis dataset with 1.9M reactions from patents (1976-2016). Predict the reactants needed to synthesize the given product. (1) Given the product [NH2:12][C:11]1[O:27][C:26]2[N:22]([CH3:21])[N:23]=[C:24]([CH3:28])[C:25]=2[CH:1]([C:2]2[CH:7]=[CH:6][CH:5]=[CH:4][CH:3]=2)[C:10]=1[C:9]#[N:13], predict the reactants needed to synthesize it. The reactants are: [CH:1](=O)[C:2]1[CH:7]=[CH:6][CH:5]=[CH:4][CH:3]=1.[C:9](#[N:13])[CH2:10][C:11]#[N:12].C(N(CC)CC)C.[CH3:21][N:22]1[C:26](=[O:27])[CH2:25][C:24]([CH3:28])=[N:23]1. (2) Given the product [CH3:1][O:2][C:3]1[CH:4]=[C:5]([CH:19]=[CH:20][CH:21]=1)[CH2:6][NH:7][C:8]1[N:18]=[CH:17][CH:16]=[CH:15][C:9]=1[C:10]([OH:12])=[O:11], predict the reactants needed to synthesize it. The reactants are: [CH3:1][O:2][C:3]1[CH:4]=[C:5]([CH:19]=[CH:20][CH:21]=1)[CH2:6][NH:7][C:8]1[N:18]=[CH:17][CH:16]=[CH:15][C:9]=1[C:10]([O:12]CC)=[O:11].[OH-].[Na+]. (3) The reactants are: ClC1C=CC=C(C(OO)=[O:9])C=1.[CH:12]1([C:18]2[CH:53]=[CH:52][C:21]([CH2:22][O:23][C:24]3[CH:29]=[CH:28][CH:27]=[CH:26][C:25]=3[CH2:30][CH2:31][CH:32]([S:41][C:42]3[CH:51]=[CH:50][C:45]([C:46]([O:48][CH3:49])=[O:47])=[CH:44][CH:43]=3)[CH2:33][CH2:34][CH2:35][CH2:36][C:37]([O:39][CH3:40])=[O:38])=[CH:20][CH:19]=2)[CH2:17][CH2:16][CH2:15][CH2:14][CH2:13]1. Given the product [CH:12]1([C:18]2[CH:53]=[CH:52][C:21]([CH2:22][O:23][C:24]3[CH:29]=[CH:28][CH:27]=[CH:26][C:25]=3[CH2:30][CH2:31][CH:32]([S:41]([C:42]3[CH:51]=[CH:50][C:45]([C:46]([O:48][CH3:49])=[O:47])=[CH:44][CH:43]=3)=[O:9])[CH2:33][CH2:34][CH2:35][CH2:36][C:37]([O:39][CH3:40])=[O:38])=[CH:20][CH:19]=2)[CH2:13][CH2:14][CH2:15][CH2:16][CH2:17]1, predict the reactants needed to synthesize it. (4) Given the product [Cl:34][C:35]1[C:44]2[C:39](=[CH:40][CH:41]=[C:42]([F:45])[CH:43]=2)[N:38]=[C:37]([CH:46]([NH:48][C:64](=[O:65])[O:66][C:67]([CH3:70])([CH3:69])[CH3:68])[CH3:47])[C:36]=1[C:49]1[CH:54]=[CH:53][CH:52]=[CH:51][CH:50]=1, predict the reactants needed to synthesize it. The reactants are: ClC1C2C(=CC=C(F)C=2)N=C(C(N2C(=O)C3C(=CC=CC=3)C2=O)C)C=1C1C=CC=CC=1.NN.[Cl:34][C:35]1[C:44]2[C:39](=[CH:40][CH:41]=[C:42]([F:45])[CH:43]=2)[N:38]=[C:37]([CH:46]([NH2:48])[CH3:47])[C:36]=1[C:49]1[CH:54]=[CH:53][CH:52]=[CH:51][CH:50]=1.C(N(C(C)C)C(C)C)C.[C:64](O[C:64]([O:66][C:67]([CH3:70])([CH3:69])[CH3:68])=[O:65])([O:66][C:67]([CH3:70])([CH3:69])[CH3:68])=[O:65]. (5) Given the product [CH:24]([N:13]1[CH2:14][CH2:15][CH:10]([O:9][C:8]2[CH:16]=[CH:17][C:18]([N+:20]([O-:22])=[O:21])=[CH:19][C:7]=2[O:6][CH3:5])[CH2:11][CH2:12]1)([CH3:26])[CH3:23], predict the reactants needed to synthesize it. The reactants are: C(O)(=O)C.[CH3:5][O:6][C:7]1[CH:19]=[C:18]([N+:20]([O-:22])=[O:21])[CH:17]=[CH:16][C:8]=1[O:9][CH:10]1[CH2:15][CH2:14][NH:13][CH2:12][CH2:11]1.[CH3:23][C:24]([CH3:26])=O.C([BH3-])#N.[Na+]. (6) The reactants are: [Cl:1][C:2]1[CH:7]=[CH:6][C:5]([S:8][C:9]2[CH:14]=[CH:13][C:12]([N+:15]([O-])=O)=[CH:11][CH:10]=2)=[CH:4][CH:3]=1. Given the product [Cl:1][C:2]1[CH:7]=[CH:6][C:5]([S:8][C:9]2[CH:14]=[CH:13][C:12]([NH2:15])=[CH:11][CH:10]=2)=[CH:4][CH:3]=1, predict the reactants needed to synthesize it.